Dataset: Full USPTO retrosynthesis dataset with 1.9M reactions from patents (1976-2016). Task: Predict the reactants needed to synthesize the given product. (1) Given the product [CH:17]1([NH:23][C:13]([C:3]2[C:4](=[O:12])[NH:5][C:6]3[C:11]([C:2]=2[OH:1])=[CH:10][CH:9]=[CH:8][CH:7]=3)=[O:15])[CH2:22][CH2:21][CH2:20][CH2:19][CH2:18]1, predict the reactants needed to synthesize it. The reactants are: [OH:1][C:2]1[C:11]2[C:6](=[CH:7][CH:8]=[CH:9][CH:10]=2)[NH:5][C:4](=[O:12])[C:3]=1[C:13]([O:15]C)=O.[CH:17]1([NH2:23])[CH2:22][CH2:21][CH2:20][CH2:19][CH2:18]1.C(OCC)C. (2) Given the product [Cl:15][C:16]1[CH:17]=[C:18]([C@@H:19]([OH:21])[CH2:20][NH:14][C@@H:10]2[CH2:11][CH2:12][CH2:13][C@@H:8]([C:4]3[CH:5]=[CH:6][CH:7]=[C:2]([OH:1])[CH:3]=3)[CH2:9]2)[CH:22]=[CH:23][CH:24]=1, predict the reactants needed to synthesize it. The reactants are: [OH:1][C:2]1[CH:3]=[C:4]([C@@H:8]2[CH2:13][CH2:12][CH2:11][C@@H:10]([NH2:14])[CH2:9]2)[CH:5]=[CH:6][CH:7]=1.[Cl:15][C:16]1[CH:17]=[C:18]([CH:22]=[CH:23][CH:24]=1)[C@H:19]1[O:21][CH2:20]1. (3) Given the product [NH:13]1[C:12]([C:9]2[CH:10]=[CH:11][C:6]([O:5][CH2:4][C:3]([NH:19][NH2:20])=[O:2])=[CH:7][CH:8]=2)=[N:16][N:15]=[N:14]1, predict the reactants needed to synthesize it. The reactants are: C[O:2][C:3](=O)[CH2:4][O:5][C:6]1[CH:11]=[CH:10][C:9]([C:12]2[N:13]=[N:14][NH:15][N:16]=2)=[CH:8][CH:7]=1.O.[NH2:19][NH2:20]. (4) Given the product [OH:31][C:30]([CH3:33])([CH3:32])[CH2:29][N:25]1[CH2:26][CH2:27][CH:22]([NH:21][C:20]2[C:15]([C:7]3[NH:6][C:5](=[O:28])[C:4]4[C:9](=[CH:10][C:11]([O:13][CH3:14])=[CH:12][C:3]=4[O:2][CH3:1])[N:8]=3)=[N:16][CH:17]=[CH:18][CH:19]=2)[CH2:23][CH2:24]1, predict the reactants needed to synthesize it. The reactants are: [CH3:1][O:2][C:3]1[CH:12]=[C:11]([O:13][CH3:14])[CH:10]=[C:9]2[C:4]=1[C:5](=[O:28])[NH:6][C:7]([C:15]1[C:20]([NH:21][CH:22]3[CH2:27][CH2:26][NH:25][CH2:24][CH2:23]3)=[CH:19][CH:18]=[CH:17][N:16]=1)=[N:8]2.[CH3:29][C:30]1([CH3:33])[CH2:32][O:31]1. (5) Given the product [CH3:13][CH:14]([CH3:18])[C:15]([C:2]1[CH:7]=[N:6][CH:5]=[CH:4][N:3]=1)([OH:17])[CH3:16], predict the reactants needed to synthesize it. The reactants are: I[C:2]1[CH:7]=[N:6][CH:5]=[CH:4][N:3]=1.[Li]CCCC.[CH3:13][CH:14]([CH3:18])[C:15](=[O:17])[CH3:16].[Cl-].[NH4+].